This data is from Reaction yield outcomes from USPTO patents with 853,638 reactions. The task is: Predict the reaction yield, written as a fraction of the theoretical maximum amount of product (1.0 means a 100% yield; for example, 0.34 means a 34% yield). (1) The reactants are [NH2:1][C:2]([C:4]1[CH:5]=[N:6][C:7]2[C:12]([C:13]=1[NH:14][C:15]1[CH:16]=[C:17]([CH:23]=[CH:24][CH:25]=1)[C:18]([O:20][CH2:21][CH3:22])=[O:19])=[CH:11][CH:10]=[C:9](Br)[CH:8]=2)=[O:3].[C:27]([C:29]1[CH:34]=[CH:33][C:32](B2OC(C)(C)C(C)(C)O2)=[CH:31][N:30]=1)#[N:28].C(=O)([O-])[O-].[K+].[K+]. The catalyst is O1CCOCC1.O.C1C=CC([P]([Pd]([P](C2C=CC=CC=2)(C2C=CC=CC=2)C2C=CC=CC=2)([P](C2C=CC=CC=2)(C2C=CC=CC=2)C2C=CC=CC=2)[P](C2C=CC=CC=2)(C2C=CC=CC=2)C2C=CC=CC=2)(C2C=CC=CC=2)C2C=CC=CC=2)=CC=1. The product is [NH2:1][C:2]([C:4]1[CH:5]=[N:6][C:7]2[C:12]([C:13]=1[NH:14][C:15]1[CH:16]=[C:17]([CH:23]=[CH:24][CH:25]=1)[C:18]([O:20][CH2:21][CH3:22])=[O:19])=[CH:11][CH:10]=[C:9]([C:32]1[CH:31]=[N:30][C:29]([C:27]#[N:28])=[CH:34][CH:33]=1)[CH:8]=2)=[O:3]. The yield is 0.950. (2) The reactants are Cl.Cl.[Cl:3][C:4]1[CH:20]=[CH:19][C:7]([CH2:8][NH:9][C:10]([C:12]2([NH2:18])[CH2:17][CH2:16][NH:15][CH2:14][CH2:13]2)=[O:11])=[CH:6][CH:5]=1.Cl[C:22]1[N:30]=[CH:29][N:28]=[C:27]2[C:23]=1[NH:24][C:25](=[O:31])[NH:26]2.C(N(CC)CC)C. The catalyst is C(O)CCC. The product is [Cl:3][C:4]1[CH:5]=[CH:6][C:7]([CH2:8][NH:9][C:10]([C:12]2([NH2:18])[CH2:13][CH2:14][N:15]([C:22]3[N:30]=[CH:29][N:28]=[C:27]4[C:23]=3[NH:24][C:25](=[O:31])[NH:26]4)[CH2:16][CH2:17]2)=[O:11])=[CH:19][CH:20]=1. The yield is 0.380. (3) The reactants are [C:1]([O:5][C:6]([NH:8][C:9]1([C:12]([NH:14][N:15]2[CH:19]=[CH:18][C:17]([Cl:20])=[C:16]2[C:21]([O:23]C)=O)=O)[CH2:11][CH2:10]1)=[O:7])([CH3:4])([CH3:3])[CH3:2].[NH3:25]. The catalyst is O.CCOC(C)=O. The product is [Cl:20][C:17]1[CH:18]=[CH:19][N:15]2[C:16]=1[C:21]([OH:23])=[N:25][C:12]([C:9]1([NH:8][C:6](=[O:7])[O:5][C:1]([CH3:2])([CH3:3])[CH3:4])[CH2:11][CH2:10]1)=[N:14]2. The yield is 0.463. (4) The reactants are [C:1]([C@@H:4]([NH:13][C:14](=[O:23])[O:15][CH2:16][C:17]1[CH:22]=[CH:21][N:20]=[CH:19][CH:18]=1)[CH2:5][C:6]1[CH:11]=[CH:10][C:9]([OH:12])=[CH:8][CH:7]=1)([OH:3])=O.[CH3:24][NH:25][CH2:26][C:27]1[CH:32]=[CH:31][CH:30]=[CH:29][CH:28]=1.CCN(C(C)C)C(C)C.C1CN([P+](Br)(N2CCCC2)N2CCCC2)CC1.F[P-](F)(F)(F)(F)F. The catalyst is CN(C=O)C. The product is [N:20]1[CH:21]=[CH:22][C:17]([CH2:16][O:15][C:14](=[O:23])[NH:13][C@@H:4]([CH2:5][C:6]2[CH:11]=[CH:10][C:9]([OH:12])=[CH:8][CH:7]=2)[C:1]([N:25]([CH2:26][C:27]2[CH:32]=[CH:31][CH:30]=[CH:29][CH:28]=2)[CH3:24])=[O:3])=[CH:18][CH:19]=1. The yield is 0.400. (5) The reactants are O.[Cl:2][C:3]1[CH:8]=[CH:7][CH:6]=[CH:5][C:4]=1[CH:9]([N:13]1[CH2:18][CH2:17][C:16]2[S:19][CH:20]=[CH:21][C:15]=2[CH2:14]1)[C:10]([OH:12])=[O:11].[NH2:22][C@H:23]([CH2:35][OH:36])[C@@H:24]([C:26]1[CH:31]=[CH:30][C:29]([N+:32]([O-:34])=[O:33])=[CH:28][CH:27]=1)[OH:25].O. The catalyst is C(O)(C)C. The yield is 0.750. The product is [NH2:22][C@H:23]([CH2:35][OH:36])[C@@H:24]([C:26]1[CH:27]=[CH:28][C:29]([N+:32]([O-:34])=[O:33])=[CH:30][CH:31]=1)[OH:25].[Cl:2][C:3]1[CH:8]=[CH:7][CH:6]=[CH:5][C:4]=1[C@H:9]([N:13]1[CH2:18][CH2:17][C:16]2[S:19][CH:20]=[CH:21][C:15]=2[CH2:14]1)[C:10]([OH:12])=[O:11].